This data is from Forward reaction prediction with 1.9M reactions from USPTO patents (1976-2016). The task is: Predict the product of the given reaction. (1) Given the reactants [Br:1][C:2]1[CH:17]=[CH:16][C:5]([N:6]([CH3:15])[C:7](=[O:14])[C:8]2[CH:13]=[CH:12][CH:11]=[CH:10][CH:9]=2)=[C:4]([N+:18]([O-])=O)[CH:3]=1.O1CCCC1.S(S([O-])=O)([O-])=O.[Na+].[Na+].C(=O)([O-])O.[Na+], predict the reaction product. The product is: [Br:1][C:2]1[CH:17]=[CH:16][C:5]([N:6]([CH3:15])[C:7](=[O:14])[C:8]2[CH:13]=[CH:12][CH:11]=[CH:10][CH:9]=2)=[C:4]([NH2:18])[CH:3]=1. (2) Given the reactants [Br:1][C:2]1[CH:7]=[CH:6][CH:5]=[CH:4][C:3]=1[SH:8].C(=O)([O-])[O-].[K+].[K+].Br[CH2:16][CH:17](OCC)[O:18][CH2:19][CH3:20].O, predict the reaction product. The product is: [Br:1][C:2]1[CH:7]=[CH:6][CH:5]=[CH:4][C:3]=1[S:8][CH:16]=[CH:17][O:18][CH2:19][CH3:20].